From a dataset of Full USPTO retrosynthesis dataset with 1.9M reactions from patents (1976-2016). Predict the reactants needed to synthesize the given product. (1) Given the product [CH3:17][C:18]1([CH3:28])[O:19][C:20](=[CH:24][C:25]([N:7]([CH2:6][C:5]2[CH:15]=[CH:16][C:2]([F:1])=[CH:3][CH:4]=2)[C:8]2[CH:13]=[CH:12][C:11]([F:14])=[CH:10][CH:9]=2)=[O:26])[C:21](=[O:23])[O:22]1, predict the reactants needed to synthesize it. The reactants are: [F:1][C:2]1[CH:16]=[CH:15][C:5]([CH2:6][NH:7][C:8]2[CH:13]=[CH:12][C:11]([F:14])=[CH:10][CH:9]=2)=[CH:4][CH:3]=1.[CH3:17][C:18]1([CH3:28])[O:22][C:21](=[O:23])/[C:20](=[CH:24]/[C:25](Cl)=[O:26])/[O:19]1.ClC1C=CC(N(CC2C=CC(C)=CC=2)C(=O)C=C2C(=O)OC(C)(C)O2)=CC=1. (2) Given the product [C:18]([C:22]1[CH:23]=[CH:24][C:25]([C:26]([NH:1][C:2]2[CH:11]=[CH:10][CH:9]=[CH:8][C:3]=2[C:4]([O:6][CH3:7])=[O:5])=[O:27])=[CH:29][CH:30]=1)([CH3:21])([CH3:19])[CH3:20], predict the reactants needed to synthesize it. The reactants are: [NH2:1][C:2]1[CH:11]=[CH:10][CH:9]=[CH:8][C:3]=1[C:4]([O:6][CH3:7])=[O:5].N1C=CC=CC=1.[C:18]([C:22]1[CH:30]=[CH:29][C:25]([C:26](Cl)=[O:27])=[CH:24][CH:23]=1)([CH3:21])([CH3:20])[CH3:19]. (3) Given the product [F:27][C:21]1[CH:22]=[C:23]([I:26])[CH:24]=[CH:25][C:20]=1[NH:19][C:11]1[N:12]([CH3:18])[C:13](=[O:17])[C:14]([CH3:16])=[CH:15][C:10]=1[C:8]([NH:7][O:6][CH2:5][CH2:4][OH:3])=[O:9], predict the reactants needed to synthesize it. The reactants are: C([O:3][CH2:4][CH2:5][O:6][NH:7][C:8]([C:10]1[CH:15]=[C:14]([CH3:16])[C:13](=[O:17])[N:12]([CH3:18])[C:11]=1[NH:19][C:20]1[CH:25]=[CH:24][C:23]([I:26])=[CH:22][C:21]=1[F:27])=[O:9])=C.Cl.[OH-].[Na+].C(C(C)=O)C(C)C. (4) Given the product [F:1][C:2]1[CH:10]=[C:9]2[C:5]([CH:6]=[CH:7][N:8]2[Si:11]([CH:15]([CH3:17])[CH3:16])([CH:18]([CH3:20])[CH3:19])[CH:12]([CH3:13])[CH3:14])=[CH:4][C:3]=1[C:26]([O:27][CH2:28][CH3:29])=[O:30], predict the reactants needed to synthesize it. The reactants are: [F:1][C:2]1[CH:10]=[C:9]2[C:5]([CH:6]=[CH:7][N:8]2[Si:11]([CH:18]([CH3:20])[CH3:19])([CH:15]([CH3:17])[CH3:16])[CH:12]([CH3:14])[CH3:13])=[CH:4][CH:3]=1.[Li]C(CC)C.[C:26](=O)([O:30]CC)[O:27][CH2:28][CH3:29].